This data is from Catalyst prediction with 721,799 reactions and 888 catalyst types from USPTO. The task is: Predict which catalyst facilitates the given reaction. (1) Reactant: [NH2:1][C:2]1[NH:6][N:5]=[C:4]([CH3:7])[C:3]=1[C:8]1[S:9][C:10]2[CH:16]=[C:15]([S:17](Cl)(=[O:19])=[O:18])[C:14]([F:21])=[CH:13][C:11]=2[N:12]=1.FC1C=CC2SC(C3C(C)=NNC=3N)=NC=2C=1.[N:39]1[CH:44]=[CH:43][C:42]([CH2:45][NH2:46])=[CH:41][CH:40]=1.C(N(CC)CC)C. Product: [N:39]1[CH:44]=[CH:43][C:42]([CH2:45][NH:46][S:17]([C:15]2[C:14]([F:21])=[CH:13][C:11]3[N:12]=[C:8]([C:3]4[C:4]([CH3:7])=[N:5][NH:6][C:2]=4[NH2:1])[S:9][C:10]=3[CH:16]=2)(=[O:19])=[O:18])=[CH:41][CH:40]=1. The catalyst class is: 22. (2) Reactant: [CH2:1]([O:8][C:9](=[O:31])[C:10](OC1C=CC=C(CCNCCCCCCC)C=1)([CH3:13])[CH2:11][CH3:12])[C:2]1[CH:7]=[CH:6][CH:5]=[CH:4][CH:3]=1.FC1C=C(F)C=CC=1N=C=O.C(N(CC)C(C)C)(C)C. Product: [CH2:1]([O:8][C:9](=[O:31])[CH:10]([CH3:13])[CH2:11][CH3:12])[C:2]1[CH:7]=[CH:6][CH:5]=[CH:4][CH:3]=1. The catalyst class is: 2. (3) Reactant: [N+:1]([O-:4])([O-])=[O:2].[K+].[CH2:6]1[CH2:17][C:16]2[C:11](=[CH:12][CH:13]=[CH:14][CH:15]=2)[C:9](=[O:10])[CH2:8][CH2:7]1. Product: [N+:1]([C:13]1[CH:14]=[CH:15][C:16]2[CH2:17][CH2:6][CH2:7][CH2:8][C:9](=[O:10])[C:11]=2[CH:12]=1)([O-:4])=[O:2]. The catalyst class is: 82.